This data is from Reaction yield outcomes from USPTO patents with 853,638 reactions. The task is: Predict the reaction yield, written as a fraction of the theoretical maximum amount of product (1.0 means a 100% yield; for example, 0.34 means a 34% yield). (1) The reactants are [CH:1]([N:5]1[C:13]2[CH:12]=[C:11]([Cl:14])[N:10]=[CH:9][C:8]=2[C:7](I)=[N:6]1)([CH2:3][CH3:4])[CH3:2].[NH:16]1[CH2:21][CH2:20][S:19][CH2:18][CH2:17]1.C1(P(C2C=CC=CC=2)C2C3OC4C(=CC=CC=4P(C4C=CC=CC=4)C4C=CC=CC=4)C(C)(C)C=3C=CC=2)C=CC=CC=1.C(=O)([O-])[O-].[Cs+].[Cs+]. The catalyst is O1CCOCC1.C1C=CC(/C=C/C(/C=C/C2C=CC=CC=2)=O)=CC=1.C1C=CC(/C=C/C(/C=C/C2C=CC=CC=2)=O)=CC=1.C1C=CC(/C=C/C(/C=C/C2C=CC=CC=2)=O)=CC=1.[Pd].[Pd]. The product is [CH:1]([N:5]1[C:13]2[CH:12]=[C:11]([Cl:14])[N:10]=[CH:9][C:8]=2[C:7]([N:16]2[CH2:21][CH2:20][S:19][CH2:18][CH2:17]2)=[N:6]1)([CH2:3][CH3:4])[CH3:2]. The yield is 0.340. (2) The reactants are Br[C:2]1[CH:3]=[C:4]2[C:8](=[CH:9][CH:10]=1)[NH:7][C:6](=[O:11])[CH2:5]2.[C:12]([C:14]1[CH:19]=[CH:18][C:17](B(O)O)=[C:16]([CH3:23])[CH:15]=1)#[N:13].CN(C=O)C.C(=O)([O-])[O-].[Na+].[Na+]. The catalyst is O. The product is [CH3:23][C:16]1[CH:15]=[C:14]([CH:19]=[CH:18][C:17]=1[C:2]1[CH:3]=[C:4]2[C:8](=[CH:9][CH:10]=1)[NH:7][C:6](=[O:11])[CH2:5]2)[C:12]#[N:13]. The yield is 1.03.